Dataset: hERG potassium channel inhibition data for cardiac toxicity prediction from Karim et al.. Task: Regression/Classification. Given a drug SMILES string, predict its toxicity properties. Task type varies by dataset: regression for continuous values (e.g., LD50, hERG inhibition percentage) or binary classification for toxic/non-toxic outcomes (e.g., AMES mutagenicity, cardiotoxicity, hepatotoxicity). Dataset: herg_karim. The molecule is CC(CC(CS(=O)(=O)N1CCN(c2ccc(F)cc2)CC1)N(O)C=O)c1ncc(F)cn1. The result is 0 (non-blocker).